The task is: Predict the reactants needed to synthesize the given product.. This data is from Full USPTO retrosynthesis dataset with 1.9M reactions from patents (1976-2016). Given the product [C:1]([C:5]1[CH:31]=[CH:30][C:8]([C:9]([NH:11][C:12]2[CH:28]=[C:27]([NH:29][C:32](=[O:34])[CH3:33])[CH:26]=[CH:25][C:13]=2[C:14]([NH:16][C:17]2[CH:22]=[CH:21][C:20]([O:23][CH3:24])=[CH:19][CH:18]=2)=[O:15])=[O:10])=[CH:7][CH:6]=1)([CH3:4])([CH3:2])[CH3:3], predict the reactants needed to synthesize it. The reactants are: [C:1]([C:5]1[CH:31]=[CH:30][C:8]([C:9]([NH:11][C:12]2[CH:28]=[C:27]([NH2:29])[CH:26]=[CH:25][C:13]=2[C:14]([NH:16][C:17]2[CH:22]=[CH:21][C:20]([O:23][CH3:24])=[CH:19][CH:18]=2)=[O:15])=[O:10])=[CH:7][CH:6]=1)([CH3:4])([CH3:3])[CH3:2].[C:32](Cl)(=[O:34])[CH3:33].